Dataset: Full USPTO retrosynthesis dataset with 1.9M reactions from patents (1976-2016). Task: Predict the reactants needed to synthesize the given product. (1) Given the product [CH2:9]([C:2]1[CH:7]=[CH:6][C:5]([CH2:6][CH2:7][CH2:2][CH2:3][CH2:4][CH3:5])=[CH:4][CH:3]=1)[CH2:10][CH2:11][CH2:12][CH2:13][CH3:14], predict the reactants needed to synthesize it. The reactants are: Cl[C:2]1[CH:7]=[CH:6][C:5](Cl)=[CH:4][CH:3]=1.[CH2:9]([Mg]Br)[CH2:10][CH2:11][CH2:12][CH2:13][CH3:14]. (2) Given the product [NH2:2][S:3]([C:6]1[CH:7]=[CH:8][C:9]([CH2:10][NH:11][C:59]2[C:45]3[C:43](=[CH:42][C:46]([O:48][CH3:49])=[C:26]([O:52][CH3:51])[CH:19]=3)[N:44]=[C:40]([NH:27][C:28]3[CH:29]=[CH:30][C:31]([C:32]([O:34][CH2:35][CH3:36])=[O:33])=[CH:37][CH:38]=3)[N:39]=2)=[CH:12][CH:13]=1)(=[O:4])=[O:5], predict the reactants needed to synthesize it. The reactants are: Cl.[NH2:2][S:3]([C:6]1[CH:13]=[CH:12][C:9]([CH2:10][NH2:11])=[CH:8][CH:7]=1)(=[O:5])=[O:4].Cl.CS([C:19]1[CH:26]=CC(CN)=CC=1)(=O)=O.[NH2:27][C:28]1[CH:38]=[CH:37][C:31]([C:32]([O:34][CH2:35][CH3:36])=[O:33])=[CH:30][CH:29]=1.[NH2:39][C:40]1S[C:42]([C:46]([O:48][CH2:49]C)=O)=[C:43]([CH3:45])[N:44]=1.[C:51](O)(C(F)(F)F)=[O:52].O.[CH3:59]O. (3) Given the product [CH:35]([O:37][C:22]1[CH:25]=[CH:26][C:19]([O:18][Si:1]([C:14]([CH3:17])([CH3:15])[CH3:16])([C:2]2[CH:7]=[CH:6][CH:5]=[CH:4][CH:3]=2)[C:8]2[CH:13]=[CH:12][CH:11]=[CH:10][CH:9]=2)=[CH:20][C:21]=1[Cl:27])=[O:36], predict the reactants needed to synthesize it. The reactants are: [Si:1]([O:18][C:19]1[CH:26]=[CH:25][C:22](C=O)=[C:21]([Cl:27])[CH:20]=1)([C:14]([CH3:17])([CH3:16])[CH3:15])([C:8]1[CH:13]=[CH:12][CH:11]=[CH:10][CH:9]=1)[C:2]1[CH:7]=[CH:6][CH:5]=[CH:4][CH:3]=1.ClC1C=CC=C([C:35]([O:37]O)=[O:36])C=1. (4) Given the product [CH:14]1[C:23]2[C:18](=[CH:19][CH:20]=[CH:21][CH:22]=2)[CH:17]=[CH:16][C:15]=1[NH:29][C:11]([C:8]1[C:6]2[N:7]=[C:2]([Cl:1])[N:3]=[CH:4][C:5]=2[S:10][CH:9]=1)=[O:13], predict the reactants needed to synthesize it. The reactants are: [Cl:1][C:2]1[N:3]=[CH:4][C:5]2[S:10][CH:9]=[C:8]([C:11]([OH:13])=O)[C:6]=2[N:7]=1.[CH:14]1[C:23]2[C:18](=[CH:19][CH:20]=[CH:21][CH:22]=2)[CH:17]=[CH:16][C:15]=1C(N)=O.CC[N:29](C(C)C)C(C)C.ON1C2N=CC=CC=2N=N1.CN(C(ON1N=NC2C=CC=NC1=2)=[N+](C)C)C.F[P-](F)(F)(F)(F)F. (5) Given the product [CH2:27]([O:24][CH2:23][C:21]1[CH:20]=[CH:19][C:3]([CH2:4][N:5]2[C:9]3=[N:10][C:11]([C:14]([O:16][CH3:17])=[O:15])=[CH:12][CH:13]=[C:8]3[N:7]=[C:6]2[CH3:18])=[C:2]([Cl:1])[CH:22]=1)[C:28]1[CH:33]=[CH:32][CH:31]=[CH:30][CH:29]=1, predict the reactants needed to synthesize it. The reactants are: [Cl:1][C:2]1[CH:22]=[C:21]([CH2:23][OH:24])[CH:20]=[CH:19][C:3]=1[CH2:4][N:5]1[C:9]2=[N:10][C:11]([C:14]([O:16][CH3:17])=[O:15])=[CH:12][CH:13]=[C:8]2[N:7]=[C:6]1[CH3:18].[H-].[Na+].[CH2:27](Br)[C:28]1[CH:33]=[CH:32][CH:31]=[CH:30][CH:29]=1. (6) Given the product [CH:1]1([N:4]2[CH2:9][C:8]3([CH2:14][CH2:13][N:12]([S:15]([C:18]4[CH:23]=[CH:22][C:21]([C:35]5[CH:44]=[C:43]6[C:38]([CH:39]=[C:40]([CH3:45])[CH:41]=[N:42]6)=[CH:37][CH:36]=5)=[CH:20][CH:19]=4)(=[O:17])=[O:16])[CH2:11][CH2:10]3)[O:7][CH2:6][C:5]2=[O:33])[CH2:3][CH2:2]1, predict the reactants needed to synthesize it. The reactants are: [CH:1]1([N:4]2[CH2:9][C:8]3([CH2:14][CH2:13][N:12]([S:15]([C:18]4[CH:23]=[CH:22][C:21](B5OC(C)(C)C(C)(C)O5)=[CH:20][CH:19]=4)(=[O:17])=[O:16])[CH2:11][CH2:10]3)[O:7][CH2:6][C:5]2=[O:33])[CH2:3][CH2:2]1.Br[C:35]1[CH:44]=[C:43]2[C:38]([CH:39]=[C:40]([CH3:45])[CH:41]=[N:42]2)=[CH:37][CH:36]=1.C(=O)([O-])[O-].[K+].[K+]. (7) Given the product [NH2:12][CH2:11][CH2:10][C:5]1[CH:6]=[CH:7][CH:8]=[CH:9][C:4]=1[NH2:1], predict the reactants needed to synthesize it. The reactants are: [N+:1]([C:4]1[CH:9]=[CH:8][CH:7]=[CH:6][C:5]=1[CH2:10][CH2:11][NH2:12])([O-])=O. (8) The reactants are: [CH3:1][O:2][C:3](=[O:33])[CH2:4][C@H:5]1[C:9]2[CH:10]=[CH:11][C:12]([O:14][C@H:15]3[C:23]4[C:18](=[C:19](B5OC(C)(C)C(C)(C)O5)[CH:20]=[CH:21][CH:22]=4)[CH2:17][CH2:16]3)=[CH:13][C:8]=2[O:7][CH2:6]1.Br[C:35]1[C:36]([CH3:44])=[N:37][C:38]([O:42][CH3:43])=[CH:39][C:40]=1[CH3:41]. Given the product [CH3:1][O:2][C:3](=[O:33])[CH2:4][C@H:5]1[C:9]2[CH:10]=[CH:11][C:12]([O:14][C@H:15]3[C:23]4[C:18](=[C:19]([C:35]5[C:36]([CH3:44])=[N:37][C:38]([O:42][CH3:43])=[CH:39][C:40]=5[CH3:41])[CH:20]=[CH:21][CH:22]=4)[CH2:17][CH2:16]3)=[CH:13][C:8]=2[O:7][CH2:6]1, predict the reactants needed to synthesize it. (9) Given the product [OH:1][OH:3].[OH-:7].[Na+:2].[CH3:14][C:12]([N:11]([C:15]([CH3:17])=[O:16])[CH2:10][CH2:9][N:8]([C:18]([CH3:20])=[O:19])[C:6]([CH3:5])=[O:7])=[O:13], predict the reactants needed to synthesize it. The reactants are: [OH-:1].[Na+:2].[OH:3]O.[CH3:5][C:6]([N:8]([C:18]([CH3:20])=[O:19])[CH2:9][CH2:10][N:11]([C:15]([CH3:17])=[O:16])[C:12]([CH3:14])=[O:13])=[O:7]. (10) Given the product [F:16][C:12]1([F:15])[CH2:13][CH2:14][C@H:9]([NH:8][S:3]([CH2:1][CH3:2])(=[O:5])=[O:4])[C@@H:10]([CH2:17][O:18][C:19]2[CH:24]=[CH:23][C:22]([N:25]3[CH2:29][CH2:28][CH2:27][C:26]3=[O:30])=[CH:21][CH:20]=2)[CH2:11]1, predict the reactants needed to synthesize it. The reactants are: [CH2:1]([S:3](Cl)(=[O:5])=[O:4])[CH3:2].Cl.[NH2:8][C@H:9]1[CH2:14][CH2:13][C:12]([F:16])([F:15])[CH2:11][C@@H:10]1[CH2:17][O:18][C:19]1[CH:24]=[CH:23][C:22]([N:25]2[CH2:29][CH2:28][CH2:27][C:26]2=[O:30])=[CH:21][CH:20]=1.C(N(CC)CC)C.